From a dataset of Full USPTO retrosynthesis dataset with 1.9M reactions from patents (1976-2016). Predict the reactants needed to synthesize the given product. (1) The reactants are: [Cl:1][C:2]1[C:6]([C:7]([OH:9])=O)=[CH:5][N:4]([C:10]2[N:15]=[CH:14][CH:13]=[CH:12][N:11]=2)[N:3]=1.CCN(C(C)C)C(C)C.[CH3:25][CH:26]([CH3:41])[CH2:27][CH:28]([C:31]1[CH:36]=[CH:35][C:34]([C:37]([F:40])([F:39])[F:38])=[CH:33][CH:32]=1)[CH2:29][NH2:30].F[P-](F)(F)(F)(F)F.N1(O[P+](N(C)C)(N(C)C)N(C)C)C2C=CC=CC=2N=N1. Given the product [Cl:1][C:2]1[C:6]([C:7]([NH:30][CH2:29][CH:28]([C:31]2[CH:32]=[CH:33][C:34]([C:37]([F:38])([F:39])[F:40])=[CH:35][CH:36]=2)[CH2:27][CH:26]([CH3:41])[CH3:25])=[O:9])=[CH:5][N:4]([C:10]2[N:15]=[CH:14][CH:13]=[CH:12][N:11]=2)[N:3]=1, predict the reactants needed to synthesize it. (2) Given the product [C:14]([O:13][C:12](=[O:18])[N:11]([CH2:19][CH:20]1[CH2:22][CH2:21]1)[C@@H:9]1[CH2:10][C@H:8]1[C:5]1[CH:6]=[CH:7][C:2]([NH:1][C:29]([C:27]2[CH:26]=[N:25][N:24]([CH3:23])[CH:28]=2)=[O:30])=[CH:3][CH:4]=1)([CH3:17])([CH3:16])[CH3:15], predict the reactants needed to synthesize it. The reactants are: [NH2:1][C:2]1[CH:7]=[CH:6][C:5]([C@@H:8]2[CH2:10][C@H:9]2[N:11]([CH2:19][CH:20]2[CH2:22][CH2:21]2)[C:12](=[O:18])[O:13][C:14]([CH3:17])([CH3:16])[CH3:15])=[CH:4][CH:3]=1.[CH3:23][N:24]1[CH:28]=[C:27]([C:29](O)=[O:30])[CH:26]=[N:25]1.Cl.C(N=C=NCCCN(C)C)C.O.